Dataset: Cav3 T-type calcium channel HTS with 100,875 compounds. Task: Binary Classification. Given a drug SMILES string, predict its activity (active/inactive) in a high-throughput screening assay against a specified biological target. (1) The compound is O1c2n(nc(c2C(C(=C1N)C#N)c1ccncc1)C)c1ccc(cc1)C. The result is 0 (inactive). (2) The drug is s\1c=2n(C(C3=C(N2)CC(CC3=O)(C)C)c2ccc(F)cc2)c(=O)c1=C\c1cc(F)c(F)cc1. The result is 0 (inactive). (3) The drug is S(=O)(=O)(NCCc1nc2n(c1)cccc2C)c1cc(OC)c(OC)cc1. The result is 0 (inactive). (4) The drug is s1c2nc(nc(N3CCCC3)c2cc1)C. The result is 0 (inactive). (5) The compound is ONC(/Nc1ccccc1)=C(\Nc1ccccc1)N=O. The result is 0 (inactive). (6) The compound is s\1\c(=C2\N(c3c(C2(C)C)cccc3)C)c(=O)n(c1=C1/C(=NN(C1=O)c1ccccc1)Nc1ccccc1)C. The result is 0 (inactive).